The task is: Predict the reaction yield, written as a fraction of the theoretical maximum amount of product (1.0 means a 100% yield; for example, 0.34 means a 34% yield).. This data is from Reaction yield outcomes from USPTO patents with 853,638 reactions. (1) The reactants are [N+:1]([C:4]1[CH:5]=[C:6](O)[CH:7]=[CH:8][CH:9]=1)([O-:3])=[O:2].ClC[C:13]1[O:17][C:16]([C:18]([O:20][CH3:21])=[O:19])=[CH:15][CH:14]=1.[C:22]([O-])([O-])=[O:23].[K+].[K+]. The catalyst is CC(C)=O.O. The product is [N+:1]([C:4]1[CH:5]=[CH:6][C:7]([O:23][CH2:22][C:14]2[CH:15]=[C:16]([C:18]([O:20][CH3:21])=[O:19])[O:17][CH:13]=2)=[CH:8][CH:9]=1)([O-:3])=[O:2]. The yield is 0.900. (2) The reactants are [CH:1]1([C:4]2[C:12]([NH:13][S:14]([CH3:17])(=[O:16])=[O:15])=[CH:11][C:10]3[C:6](=[C:7]([C:27]([NH:29][CH3:30])=[O:28])[N:8]([C:18]4[CH:23]=[CH:22][C:21]([C:24]([CH3:26])=[CH2:25])=[CH:20][CH:19]=4)[N:9]=3)[CH:5]=2)[CH2:3][CH2:2]1. The catalyst is CO.[Pd]. The product is [CH:1]1([C:4]2[C:12]([NH:13][S:14]([CH3:17])(=[O:16])=[O:15])=[CH:11][C:10]3[C:6](=[C:7]([C:27]([NH:29][CH3:30])=[O:28])[N:8]([C:18]4[CH:23]=[CH:22][C:21]([CH:24]([CH3:26])[CH3:25])=[CH:20][CH:19]=4)[N:9]=3)[CH:5]=2)[CH2:2][CH2:3]1. The yield is 0.990. (3) The reactants are Br[C:2]1[CH:7]=[CH:6][C:5]([N+:8]([O-:10])=[O:9])=[CH:4][N:3]=1.[NH:11]1[CH2:16][CH2:15][O:14][CH2:13][CH2:12]1. The catalyst is ClCCl. The product is [N+:8]([C:5]1[CH:6]=[CH:7][C:2]([N:11]2[CH2:16][CH2:15][O:14][CH2:13][CH2:12]2)=[N:3][CH:4]=1)([O-:10])=[O:9]. The yield is 0.950. (4) The reactants are [CH2:1]([O:5][C:6]1[CH:10]=[C:9](/[CH:11]=[CH:12]/[C:13]([OH:15])=O)[N:8]([CH2:16][C:17]2[CH:22]=[CH:21][C:20]([Cl:23])=[CH:19][C:18]=2[Cl:24])[N:7]=1)[CH2:2][CH2:3][CH3:4].[CH2:25]([S:30]([NH2:33])(=[O:32])=[O:31])[CH2:26][CH2:27][CH2:28][CH3:29].N12CCCN=C1CCCCC2. The catalyst is O1CCCC1. The product is [CH2:1]([O:5][C:6]1[CH:10]=[C:9](/[CH:11]=[CH:12]/[C:13]([NH:33][S:30]([CH2:25][CH2:26][CH2:27][CH2:28][CH3:29])(=[O:32])=[O:31])=[O:15])[N:8]([CH2:16][C:17]2[CH:22]=[CH:21][C:20]([Cl:23])=[CH:19][C:18]=2[Cl:24])[N:7]=1)[CH2:2][CH2:3][CH3:4]. The yield is 0.300. (5) The reactants are [O:1]1[C:5](/[CH:6]=[CH:7]/[C:8]([O:10][CH2:11][CH3:12])=[O:9])=[CH:4][N:3]=[CH:2]1.C(O)(C(F)(F)F)=O.[CH3:20][O:21][CH2:22][CH2:23][N:24]([CH2:30]OC)[CH2:25][Si](C)(C)C. The catalyst is C(Cl)Cl. The product is [CH3:20][O:21][CH2:22][CH2:23][N:24]1[CH2:30][C@@H:6]([C:5]2[O:1][CH:2]=[N:3][CH:4]=2)[C@H:7]([C:8]([O:10][CH2:11][CH3:12])=[O:9])[CH2:25]1. The yield is 0.565. (6) The reactants are [CH2:1]([O:8][C:9](=[O:22])[NH:10][C:11]1[CH:16]=[CH:15][CH:14]=[C:13]([C:17]2O[CH:19]=[N:20][N:21]=2)[CH:12]=1)[C:2]1[CH:7]=[CH:6][CH:5]=[CH:4][CH:3]=1.[CH:23]1([NH2:26])[CH2:25][CH2:24]1.FC(F)(F)C(O)=O. The catalyst is C(O)CCC. The product is [CH2:1]([O:8][C:9](=[O:22])[NH:10][C:11]1[CH:16]=[CH:15][CH:14]=[C:13]([C:17]2[N:26]([CH:23]3[CH2:25][CH2:24]3)[CH:19]=[N:20][N:21]=2)[CH:12]=1)[C:2]1[CH:7]=[CH:6][CH:5]=[CH:4][CH:3]=1. The yield is 0.310. (7) The reactants are Cl.[NH2:2][CH2:3][CH2:4][O:5][N:6]1[C:14](=[O:15])[C:13]2[C:8](=[CH:9][CH:10]=[CH:11][CH:12]=2)[C:7]1=[O:16].Cl[C:18]([NH:20][C:21](=[O:27])[O:22][C:23]([CH3:26])([CH3:25])[CH3:24])=[O:19].C(N(CC)CC)C. The catalyst is C(Cl)Cl. The product is [O:15]=[C:14]1[C:13]2[C:8](=[CH:9][CH:10]=[CH:11][CH:12]=2)[C:7](=[O:16])[N:6]1[O:5][CH2:4][CH2:3][NH:2][C:18]([NH:20][C:21](=[O:27])[O:22][C:23]([CH3:26])([CH3:25])[CH3:24])=[O:19]. The yield is 0.960.